Dataset: Forward reaction prediction with 1.9M reactions from USPTO patents (1976-2016). Task: Predict the product of the given reaction. (1) Given the reactants C1([O:7][C:8](=O)[NH:9][C:10]2[CH:15]=[CH:14][C:13]([C:16]3[N:21]=[C:20]([C:22]4[CH:27]=[C:26]([F:28])[CH:25]=[CH:24][C:23]=4[S:29]([CH3:32])(=[O:31])=[O:30])[CH:19]=[C:18]([N:33]4[CH2:38][CH2:37][O:36][CH2:35][C@@H:34]4[CH3:39])[N:17]=3)=[CH:12][CH:11]=2)C=CC=CC=1.[CH:41]1([NH2:44])[CH2:43][CH2:42]1, predict the reaction product. The product is: [CH:41]1([NH:44][C:8]([NH:9][C:10]2[CH:15]=[CH:14][C:13]([C:16]3[N:21]=[C:20]([C:22]4[CH:27]=[C:26]([F:28])[CH:25]=[CH:24][C:23]=4[S:29]([CH3:32])(=[O:30])=[O:31])[CH:19]=[C:18]([N:33]4[CH2:38][CH2:37][O:36][CH2:35][C@@H:34]4[CH3:39])[N:17]=3)=[CH:12][CH:11]=2)=[O:7])[CH2:43][CH2:42]1. (2) Given the reactants [F:1][C:2]1([F:33])[O:6][C:5]2[CH:7]=[CH:8][C:9]([C:11]3([C:14]([NH:16][C:17]4[N:22]=[C:21]([C:23]5[CH:24]=[N:25][C:26]([O:30]C)=[C:27]([CH3:29])[CH:28]=5)[CH:20]=[C:19]([CH3:32])[CH:18]=4)=[O:15])[CH2:13][CH2:12]3)=[CH:10][C:4]=2[O:3]1.Cl, predict the reaction product. The product is: [F:33][C:2]1([F:1])[O:6][C:5]2[CH:7]=[CH:8][C:9]([C:11]3([C:14]([NH:16][C:17]4[CH:18]=[C:19]([CH3:32])[CH:20]=[C:21]([C:23]5[CH:28]=[C:27]([CH3:29])[C:26](=[O:30])[NH:25][CH:24]=5)[N:22]=4)=[O:15])[CH2:13][CH2:12]3)=[CH:10][C:4]=2[O:3]1. (3) Given the reactants [CH2:1]([C:3]1[CH:9]=[C:8]([C:10]([F:19])([C:15]([F:18])([F:17])[F:16])[C:11]([F:14])([F:13])[F:12])[CH:7]=[C:6]([CH3:20])[C:4]=1[NH2:5])[CH3:2].N1C=CC=CC=1.[Cl:27][CH2:28][C:29]1[CH:37]=[CH:36][C:32]([C:33](Cl)=[O:34])=[CH:31][CH:30]=1, predict the reaction product. The product is: [Cl:27][CH2:28][C:29]1[CH:37]=[CH:36][C:32]([C:33]([NH:5][C:4]2[C:6]([CH3:20])=[CH:7][C:8]([C:10]([F:19])([C:11]([F:14])([F:13])[F:12])[C:15]([F:16])([F:17])[F:18])=[CH:9][C:3]=2[CH2:1][CH3:2])=[O:34])=[CH:31][CH:30]=1. (4) Given the reactants [C:1]([CH2:7][C:8]#[N:9])(=O)[C:2]([CH3:5])([CH3:4])[CH3:3].[C:10]1([CH3:18])[CH:15]=[CH:14][C:13]([NH:16][NH2:17])=[CH:12][CH:11]=1, predict the reaction product. The product is: [C:2]([C:1]1[CH:7]=[C:8]([NH2:9])[N:16]([C:13]2[CH:14]=[CH:15][C:10]([CH3:18])=[CH:11][CH:12]=2)[N:17]=1)([CH3:5])([CH3:4])[CH3:3]. (5) Given the reactants [C:1]([C:3]1[CH:4]=[C:5]([NH:9][C:10]([NH2:12])=[S:11])[CH:6]=[CH:7][CH:8]=1)#[N:2].CO[CH:15](OC)[N:16]([CH3:18])[CH3:17], predict the reaction product. The product is: [CH3:15][N:16]([CH:18]=[N:12][C:10]([NH:9][C:5]1[CH:6]=[CH:7][CH:8]=[C:3]([C:1]#[N:2])[CH:4]=1)=[S:11])[CH3:17].